This data is from Blood-brain barrier permeability classification from the B3DB database. The task is: Regression/Classification. Given a drug SMILES string, predict its absorption, distribution, metabolism, or excretion properties. Task type varies by dataset: regression for continuous measurements (e.g., permeability, clearance, half-life) or binary classification for categorical outcomes (e.g., BBB penetration, CYP inhibition). Dataset: b3db_classification. (1) The compound is CCCCCNCC(N)=O. The result is 1 (penetrates BBB). (2) The drug is Nc1ncnc2c1ncn2CCOCP(=O)(O)O. The result is 0 (does not penetrate BBB).